This data is from Reaction yield outcomes from USPTO patents with 853,638 reactions. The task is: Predict the reaction yield, written as a fraction of the theoretical maximum amount of product (1.0 means a 100% yield; for example, 0.34 means a 34% yield). (1) The reactants are [Cl:1][C:2]1[CH:7]=[CH:6][C:5]([NH:8]C(=O)C2C=CC(F)=CC=2)=[C:4]([C:18](=[O:26])[C:19]2[CH:24]=[CH:23][C:22](F)=[CH:21][CH:20]=2)[CH:3]=1.[OH-:27].[Na+].[CH3:29]O. No catalyst specified. The product is [NH2:8][C:5]1[CH:6]=[CH:7][C:2]([Cl:1])=[CH:3][C:4]=1[C:18]([C:19]1[CH:20]=[CH:21][C:22]([O:27][CH3:29])=[CH:23][CH:24]=1)=[O:26]. The yield is 0.830. (2) The reactants are [OH:1][C:2]1[C:3]([C:10]([NH:12][C@H:13]2[CH2:21][CH2:20][CH2:19][C@H:18]([CH2:22][C:23]3[CH:28]=[CH:27][C:26]([CH3:29])=[CH:25][CH:24]=3)[C@@H:17]([O:30][CH2:31][CH2:32][CH2:33][C:34]([F:37])([F:36])[F:35])[C@H:16]([CH3:38])[O:15][C:14]2=[O:39])=[O:11])=[N:4][CH:5]=[CH:6][C:7]=1[O:8][CH3:9].C([O-])([O-])=O.[Na+].[Na+].[Na+].[I-].[CH2:48]([O:50][CH2:51][C:52]([O:54][CH2:55]Cl)=[O:53])[CH3:49]. The yield is 0.520. The product is [CH2:48]([O:50][CH2:51][C:52]([O:54][CH2:55][O:1][C:2]1[C:3]([C:10](=[O:11])[NH:12][C@H:13]2[CH2:21][CH2:20][CH2:19][C@H:18]([CH2:22][C:23]3[CH:24]=[CH:25][C:26]([CH3:29])=[CH:27][CH:28]=3)[C@@H:17]([O:30][CH2:31][CH2:32][CH2:33][C:34]([F:37])([F:36])[F:35])[C@H:16]([CH3:38])[O:15][C:14]2=[O:39])=[N:4][CH:5]=[CH:6][C:7]=1[O:8][CH3:9])=[O:53])[CH3:49]. The catalyst is CC(C)=O. (3) The reactants are Cl.[NH2:2][CH2:3][C:4]1[CH:12]=[CH:11][CH:10]=[C:9]2[C:5]=1[C:6](=[O:22])[N:7]([CH:14]1[CH2:19][CH2:18][C:17](=[O:20])[NH:16][C:15]1=[O:21])[C:8]2=[O:13].C(N(C(C)C)CC)(C)C.[C:32]1([CH3:41])[CH:37]=[CH:36][C:35]([C:38](Cl)=[O:39])=[CH:34][CH:33]=1. The catalyst is C(Cl)Cl. The product is [O:21]=[C:15]1[CH:14]([N:7]2[C:6](=[O:22])[C:5]3[C:9](=[CH:10][CH:11]=[CH:12][C:4]=3[CH2:3][NH:2][C:38](=[O:39])[C:35]3[CH:36]=[CH:37][C:32]([CH3:41])=[CH:33][CH:34]=3)[C:8]2=[O:13])[CH2:19][CH2:18][C:17](=[O:20])[NH:16]1. The yield is 0.610.